Dataset: Forward reaction prediction with 1.9M reactions from USPTO patents (1976-2016). Task: Predict the product of the given reaction. (1) Given the reactants [CH3:1][C:2]1([CH3:11])[CH2:7][CH2:6][CH:5]([C:8]([OH:10])=[O:9])[CH2:4][CH2:3]1.OS(O)(=O)=O.[CH2:17](O)[CH3:18], predict the reaction product. The product is: [CH3:1][C:2]1([CH3:11])[CH2:3][CH2:4][CH:5]([C:8]([O:10][CH2:17][CH3:18])=[O:9])[CH2:6][CH2:7]1. (2) Given the reactants [CH3:1][C:2]1[CH:7]=[CH:6][C:5]([S:8]([O:11][CH2:12][CH:13]2[CH2:17][C:16]3[CH:18]=[CH:19][CH:20]=[C:21]([NH2:22])[C:15]=3[O:14]2)(=[O:10])=[O:9])=[CH:4][CH:3]=1.Br[C:24]1[CH:29]=[CH:28][C:27]([CH3:30])=[C:26]([CH3:31])[CH:25]=1, predict the reaction product. The product is: [CH3:1][C:2]1[CH:3]=[CH:4][C:5]([S:8]([O:11][CH2:12][CH:13]2[CH2:17][C:16]3[CH:18]=[CH:19][CH:20]=[C:21]([NH:22][C:24]4[CH:29]=[CH:28][C:27]([CH3:30])=[C:26]([CH3:31])[CH:25]=4)[C:15]=3[O:14]2)(=[O:10])=[O:9])=[CH:6][CH:7]=1. (3) Given the reactants CC([S@@]([N:7]1[CH2:11][CH2:10][CH2:9][C@H:8]1[C:12]1[CH:17]=[CH:16][C:15]([Br:18])=[CH:14][CH:13]=1)=O)(C)C.Cl, predict the reaction product. The product is: [Br:18][C:15]1[CH:14]=[CH:13][C:12]([C@@H:8]2[CH2:9][CH2:10][CH2:11][NH:7]2)=[CH:17][CH:16]=1. (4) The product is: [C:16]([C:11]1[S:10][C:9]([C:4]([OH:6])=[O:5])=[C:13]([OH:14])[C:12]=1[OH:15])([OH:18])=[O:17]. Given the reactants CCO.[C:4]([C:9]1[S:10][C:11]([C:16]([O:18]CC)=[O:17])=[C:12]([OH:15])[C:13]=1[OH:14])([O:6]CC)=[O:5].[OH-].[Na+], predict the reaction product. (5) Given the reactants C([O:8][C@H:9]1[CH2:13][CH2:12][CH2:11][C@@H:10]1[NH:14][C:15]1[CH:23]=[C:22]([N:24]2[C:32]3[CH2:31][C:30]([CH3:34])([CH3:33])[CH2:29][C:28](=[O:35])[C:27]=3[C:26]([CH3:36])=[CH:25]2)[CH:21]=[C:20]([F:37])[C:16]=1[C:17]([NH2:19])=[O:18])C1C=CC=CC=1, predict the reaction product. The product is: [F:37][C:20]1[CH:21]=[C:22]([N:24]2[C:32]3[CH2:31][C:30]([CH3:34])([CH3:33])[CH2:29][C:28](=[O:35])[C:27]=3[C:26]([CH3:36])=[CH:25]2)[CH:23]=[C:15]([NH:14][C@H:10]2[CH2:11][CH2:12][CH2:13][C@@H:9]2[OH:8])[C:16]=1[C:17]([NH2:19])=[O:18].